From a dataset of Reaction yield outcomes from USPTO patents with 853,638 reactions. Predict the reaction yield, written as a fraction of the theoretical maximum amount of product (1.0 means a 100% yield; for example, 0.34 means a 34% yield). (1) The reactants are [C:1]1(=O)[CH2:5][CH2:4][CH2:3][CH2:2]1.[NH2:7][CH:8]1[CH2:11][N:10]([C:12]([C:14]2[CH:15]=[C:16]([CH:29]=[CH:30][C:31]=2[F:32])[CH2:17][C:18]2[C:27]3[C:22](=[CH:23][CH:24]=[CH:25][CH:26]=3)[C:21](=[O:28])[NH:20][N:19]=2)=[O:13])[CH2:9]1.C(O)(=O)C.C[Si]([C:41]#[N:42])(C)C. The catalyst is ClCCCl. The product is [F:32][C:31]1[CH:30]=[CH:29][C:16]([CH2:17][C:18]2[C:27]3[C:22](=[CH:23][CH:24]=[CH:25][CH:26]=3)[C:21](=[O:28])[NH:20][N:19]=2)=[CH:15][C:14]=1[C:12]([N:10]1[CH2:9][CH:8]([NH:7][C:1]2([C:41]#[N:42])[CH2:5][CH2:4][CH2:3][CH2:2]2)[CH2:11]1)=[O:13]. The yield is 0.630. (2) The reactants are [C:1]([N:4]1[CH2:9][CH2:8][CH:7]([OH:10])[CH2:6][CH2:5]1)(=[O:3])[CH3:2].[H-].[Na+].[F:13][C:14]1[CH:21]=[CH:20][C:17]([CH2:18]Cl)=[CH:16][CH:15]=1.O. The catalyst is CN(C)C=O. The product is [C:1]([N:4]1[CH2:9][CH2:8][CH:7]([O:10][CH2:18][C:17]2[CH:20]=[CH:21][C:14]([F:13])=[CH:15][CH:16]=2)[CH2:6][CH2:5]1)(=[O:3])[CH3:2]. The yield is 0.990. (3) The reactants are Br[C:2]1[CH:3]=[C:4]([CH2:9][NH:10][C:11]([C@@H:13]2[CH2:17][C@:16]([F:19])([CH3:18])[CH2:15][N:14]2[S:20]([C:23]2[CH:28]=[CH:27][C:26]([F:29])=[CH:25][CH:24]=2)(=[O:22])=[O:21])=[O:12])[CH:5]=[C:6]([F:8])[CH:7]=1.[B:30]1([B:30]2[O:34][C:33]([CH3:36])([CH3:35])[C:32]([CH3:38])([CH3:37])[O:31]2)[O:34][C:33]([CH3:36])([CH3:35])[C:32]([CH3:38])([CH3:37])[O:31]1.C([O-])(=O)C.[K+]. The catalyst is O1CCOCC1. The product is [F:19][C@@:16]1([CH3:18])[CH2:15][N:14]([S:20]([C:23]2[CH:28]=[CH:27][C:26]([F:29])=[CH:25][CH:24]=2)(=[O:21])=[O:22])[C@H:13]([C:11]([NH:10][CH2:9][C:4]2[CH:3]=[C:2]([B:30]3[O:34][C:33]([CH3:36])([CH3:35])[C:32]([CH3:38])([CH3:37])[O:31]3)[CH:7]=[C:6]([F:8])[CH:5]=2)=[O:12])[CH2:17]1. The yield is 0.880. (4) The reactants are Br[CH:2]([C:8]1[CH:13]=[CH:12][CH:11]=[CH:10][CH:9]=1)[C:3]([O:5]CC)=[O:4].[F:14][C:15]([F:25])([F:24])[O:16][C:17]1[CH:18]=[C:19]([CH:21]=[CH:22][CH:23]=1)[NH2:20].CCN(C(C)C)C(C)C.O.[OH-].[Li+].[ClH:38]. The catalyst is C(#N)C.O1CCOCC1.O. The product is [ClH:38].[C:8]1([CH:2]([NH:20][C:19]2[CH:21]=[CH:22][CH:23]=[C:17]([O:16][C:15]([F:14])([F:24])[F:25])[CH:18]=2)[C:3]([OH:5])=[O:4])[CH:9]=[CH:10][CH:11]=[CH:12][CH:13]=1. The yield is 1.00.